From a dataset of Catalyst prediction with 721,799 reactions and 888 catalyst types from USPTO. Predict which catalyst facilitates the given reaction. (1) Reactant: Cl.[CH3:2][C:3]1[CH:27]=[CH:26][C:6]([C:7]([NH:9][C:10]2[CH:15]=[C:14]([C:16]([F:19])([F:18])[F:17])[CH:13]=[C:12]([N:20]3[CH:24]=[C:23]([CH3:25])[N:22]=[CH:21]3)[CH:11]=2)=[O:8])=[CH:5][C:4]=1[NH:28][C:29]1[N:34]=[C:33]([C:35]2[CH:36]=[N:37][CH:38]=[CH:39][CH:40]=2)[CH:32]=[CH:31][N:30]=1. Product: [CH3:2][C:3]1[CH:27]=[CH:26][C:6]([C:7]([NH:9][C:10]2[CH:15]=[C:14]([C:16]([F:17])([F:18])[F:19])[CH:13]=[C:12]([N:20]3[CH:24]=[C:23]([CH3:25])[N:22]=[CH:21]3)[CH:11]=2)=[O:8])=[CH:5][C:4]=1[NH:28][C:29]1[N:34]=[C:33]([C:35]2[CH:36]=[N:37][CH:38]=[CH:39][CH:40]=2)[CH:32]=[CH:31][N:30]=1. The catalyst class is: 24. (2) Reactant: [F:1][C:2]1[CH:7]=[CH:6][CH:5]=[C:4]([F:8])[C:3]=1[CH2:9][S:10]([C:13]1[CH2:17][C:16]([CH3:19])([CH3:18])[O:15][N:14]=1)(=[O:12])=[O:11].[F:20][C:21]1[CH:28]=[CH:27][C:24]([CH2:25]Br)=[CH:23][CH:22]=1. Product: [F:8][C:4]1[CH:5]=[CH:6][CH:7]=[C:2]([F:1])[C:3]=1[CH:9]([S:10]([C:13]1[CH2:17][C:16]([CH3:19])([CH3:18])[O:15][N:14]=1)(=[O:11])=[O:12])[CH2:25][C:24]1[CH:27]=[CH:28][C:21]([F:20])=[CH:22][CH:23]=1. The catalyst class is: 1. (3) Reactant: [H-].[Na+].[CH:3]1([CH:9]([OH:14])[C:10]([F:13])([F:12])[F:11])[CH2:8][CH2:7][CH2:6][CH2:5][CH2:4]1.[NH2:15][C:16]1[N:21]=[C:20](Cl)[CH:19]=[C:18]([Cl:23])[N:17]=1.O. The catalyst class is: 56. Product: [Cl:23][C:18]1[CH:19]=[C:20]([O:14][CH:9]([CH:3]2[CH2:4][CH2:5][CH2:6][CH2:7][CH2:8]2)[C:10]([F:12])([F:13])[F:11])[N:21]=[C:16]([NH2:15])[N:17]=1. (4) Reactant: FC(F)(F)C(O)=O.C([SiH](CC)CC)C.[CH:15]1([C:21]2[C:31]([CH:32](O)[C:33]3[N:38]=[C:37]([C:39]([O:41][CH3:42])=[O:40])[CH:36]=[CH:35][CH:34]=3)=[C:24]3[CH:25]=[CH:26][C:27]([O:29][CH3:30])=[CH:28][N:23]3[N:22]=2)[CH2:20][CH2:19][CH2:18][CH2:17][CH2:16]1.C(=O)(O)[O-].[Na+]. Product: [CH:15]1([C:21]2[C:31]([CH2:32][C:33]3[N:38]=[C:37]([C:39]([O:41][CH3:42])=[O:40])[CH:36]=[CH:35][CH:34]=3)=[C:24]3[CH:25]=[CH:26][C:27]([O:29][CH3:30])=[CH:28][N:23]3[N:22]=2)[CH2:20][CH2:19][CH2:18][CH2:17][CH2:16]1. The catalyst class is: 4.